Dataset: Catalyst prediction with 721,799 reactions and 888 catalyst types from USPTO. Task: Predict which catalyst facilitates the given reaction. Reactant: [Br:1][C:2]1[CH:7]=[C:6]([CH3:8])[CH:5]=[CH:4][C:3]=1[NH:9][C:10](=[O:14])[C:11]([CH3:13])=[CH2:12].[H-].[Na+].[CH3:17][Si:18]([CH2:21][CH2:22][O:23][CH2:24]Cl)([CH3:20])[CH3:19]. Product: [Br:1][C:2]1[CH:7]=[C:6]([CH3:8])[CH:5]=[CH:4][C:3]=1[N:9]([CH2:24][O:23][CH2:22][CH2:21][Si:18]([CH3:20])([CH3:19])[CH3:17])[C:10](=[O:14])[C:11]([CH3:13])=[CH2:12]. The catalyst class is: 1.